From a dataset of Peptide-MHC class II binding affinity with 134,281 pairs from IEDB. Regression. Given a peptide amino acid sequence and an MHC pseudo amino acid sequence, predict their binding affinity value. This is MHC class II binding data. (1) The peptide sequence is VIGVAFLAVFQSATK. The MHC is DRB1_0301 with pseudo-sequence DRB1_0301. The binding affinity (normalized) is 0.111. (2) The peptide sequence is RDLLLIVTRIVELLGR. The MHC is DRB3_0202 with pseudo-sequence DRB3_0202. The binding affinity (normalized) is 0.172. (3) The peptide sequence is GELQIWDKIDAAFKI. The MHC is DRB3_0101 with pseudo-sequence DRB3_0101. The binding affinity (normalized) is 0.744. (4) The peptide sequence is AFKVAATANNAAPAN. The MHC is DRB1_0401 with pseudo-sequence DRB1_0401. The binding affinity (normalized) is 0.189. (5) The MHC is DRB1_0901 with pseudo-sequence DRB1_0901. The peptide sequence is NSFYYMKGGVNTFLI. The binding affinity (normalized) is 0.0790.